This data is from Full USPTO retrosynthesis dataset with 1.9M reactions from patents (1976-2016). The task is: Predict the reactants needed to synthesize the given product. (1) The reactants are: [CH2:1]([NH:8][C:9](=[O:19])[NH:10][C@@H:11]([C:15]([CH3:18])([CH3:17])[CH3:16])[C:12]([OH:14])=O)[C:2]1[CH:7]=[CH:6][CH:5]=[CH:4][CH:3]=1.CCN=C=NCCCN(C)C.C1C=CC2N(O)N=NC=2C=1.CN1CCOCC1.[CH2:48]([NH:55][NH2:56])[C:49]1[CH:54]=[CH:53][CH:52]=[CH:51][CH:50]=1.CCN(CC)CC. Given the product [CH2:1]([NH:8][C:9]([NH:10][C@H:11]([C:12]([NH:56][NH:55][CH2:48][C:49]1[CH:54]=[CH:53][CH:52]=[CH:51][CH:50]=1)=[O:14])[C:15]([CH3:18])([CH3:17])[CH3:16])=[O:19])[C:2]1[CH:3]=[CH:4][CH:5]=[CH:6][CH:7]=1, predict the reactants needed to synthesize it. (2) Given the product [C:16]([O:15][C:13]([N:20]1[CH2:25][CH2:24][N:23]([C:10]([C:8]2[CH:7]=[CH:6][C:5]3[NH:1][CH:2]=[N:3][C:4]=3[CH:9]=2)=[O:12])[CH2:22][CH2:21]1)=[O:14])([CH3:19])([CH3:17])[CH3:18], predict the reactants needed to synthesize it. The reactants are: [N:1]1[C:5]2[CH:6]=[CH:7][C:8]([C:10]([OH:12])=O)=[CH:9][C:4]=2[NH:3][CH:2]=1.[C:13]([N:20]1[CH2:25][CH2:24][NH:23][CH2:22][CH2:21]1)([O:15][C:16]([CH3:19])([CH3:18])[CH3:17])=[O:14].CCN(C(C)C)C(C)C.C(N=C=NCCCN(C)C)C. (3) Given the product [Br:20][C:17]1[CH:18]=[CH:19][C:14]([C:12]2[N:8]=[C:7]([N:1]3[CH2:6][CH2:5][CH2:4][CH2:3][CH2:2]3)[S:9][CH:11]=2)=[CH:15][CH:16]=1, predict the reactants needed to synthesize it. The reactants are: [N:1]1([C:7](=[S:9])[NH2:8])[CH2:6][CH2:5][CH2:4][CH2:3][CH2:2]1.Br[CH2:11][C:12]([C:14]1[CH:19]=[CH:18][C:17]([Br:20])=[CH:16][CH:15]=1)=O.O.